Binary Classification. Given a drug SMILES string, predict its activity (active/inactive) in a high-throughput screening assay against a specified biological target. From a dataset of Cav3 T-type calcium channel HTS with 100,875 compounds. The molecule is O=C(N1CCCC1)c1cc(OCC)c(OCC)c(OCC)c1. The result is 0 (inactive).